This data is from Reaction yield outcomes from USPTO patents with 853,638 reactions. The task is: Predict the reaction yield, written as a fraction of the theoretical maximum amount of product (1.0 means a 100% yield; for example, 0.34 means a 34% yield). (1) The reactants are [Cl:1][C:2]1[CH:7]=[C:6]([Cl:8])[CH:5]=[C:4]([CH3:9])[C:3]=1[NH:10][C:11]([NH:13][C:14]1[C:15]([NH:24][CH2:25][CH2:26][OH:27])=[C:16]([CH:21]=[CH:22][CH:23]=1)[C:17]([O:19][CH3:20])=[O:18])=S.Cl.C(N=C=NCCCN(C)C)C.C(N(CC)CC)C.O. The catalyst is O1CCCC1. The product is [Cl:1][C:2]1[CH:7]=[C:6]([Cl:8])[CH:5]=[C:4]([CH3:9])[C:3]=1[NH:10][C:11]1[N:24]([CH2:25][CH2:26][OH:27])[C:15]2[C:16]([C:17]([O:19][CH3:20])=[O:18])=[CH:21][CH:22]=[CH:23][C:14]=2[N:13]=1. The yield is 0.760. (2) The reactants are [CH2:1]([C:13]1[CH:19]=[CH:18][C:16]([NH2:17])=[CH:15][CH:14]=1)[CH2:2][CH2:3][CH2:4][CH2:5][CH2:6][CH2:7][CH2:8][CH2:9][CH2:10][CH2:11][CH3:12].[S-:20][C:21]#[N:22].[K+].BrBr.O. The catalyst is C(O)(=O)C. The product is [NH2:22][C:21]1[S:20][C:18]2[CH:19]=[C:13]([CH2:1][CH2:2][CH2:3][CH2:4][CH2:5][CH2:6][CH2:7][CH2:8][CH2:9][CH2:10][CH2:11][CH3:12])[CH:14]=[CH:15][C:16]=2[N:17]=1. The yield is 0.418. (3) The reactants are [Cl:1][C:2]1[N:3]([C@@H:16]2[O:22][C@H:21]([CH2:23][O:24]C(=O)C)[C@@H:19]([OH:20])[C@H:17]2[OH:18])[C:4]2[C:9]([C:10]=1[C:11](=[O:13])[CH3:12])=[CH:8][C:7]([Cl:14])=[C:6]([Cl:15])[CH:5]=2.C[O-].[Na+]. The catalyst is CO. The product is [Cl:1][C:2]1[N:3]([C@@H:16]2[O:22][C@H:21]([CH2:23][OH:24])[C@@H:19]([OH:20])[C@H:17]2[OH:18])[C:4]2[C:9]([C:10]=1[C:11](=[O:13])[CH3:12])=[CH:8][C:7]([Cl:14])=[C:6]([Cl:15])[CH:5]=2. The yield is 0.810. (4) The reactants are [O:1]=[C:2]1[C:10]2([C:14]3=[CH:15][C:16]4[O:20][CH2:19][O:18][C:17]=4[CH:21]=[C:13]3[O:12][CH2:11]2)[C:9]2[C:4](=[CH:5][CH:6]=[CH:7][CH:8]=2)[N:3]1[CH2:22][CH2:23][CH2:24][N:25]1C(=O)C2C(=CC=CC=2)C1=O.O.NN. The catalyst is C(O)C. The product is [NH2:25][CH2:24][CH2:23][CH2:22][N:3]1[C:4]2[C:9](=[CH:8][CH:7]=[CH:6][CH:5]=2)[C:10]2([C:14]3=[CH:15][C:16]4[O:20][CH2:19][O:18][C:17]=4[CH:21]=[C:13]3[O:12][CH2:11]2)[C:2]1=[O:1]. The yield is 0.750. (5) The reactants are [CH2:1]([C:5]1[C:10]([CH2:11][NH:12][C:13](=[O:19])[O:14][C:15]([CH3:18])([CH3:17])[CH3:16])=[C:9]([C:20]2[CH:25]=[CH:24][C:23]([CH3:26])=[CH:22][CH:21]=2)[C:8]([CH2:27]SC)=[C:7]([CH3:30])[N:6]=1)[CH:2]([CH3:4])[CH3:3].O[O:32][S:33]([O-:35])=O.[K+].S(=O)(=O)(O)O.[C:42](=O)([O-])O.[Na+]. The catalyst is CO.O. The product is [CH2:1]([C:5]1[C:10]([CH2:11][NH:12][C:13](=[O:19])[O:14][C:15]([CH3:16])([CH3:17])[CH3:18])=[C:9]([C:20]2[CH:21]=[CH:22][C:23]([CH3:26])=[CH:24][CH:25]=2)[C:8]([CH2:27][S:33]([CH3:42])(=[O:35])=[O:32])=[C:7]([CH3:30])[N:6]=1)[CH:2]([CH3:3])[CH3:4]. The yield is 0.600.